From a dataset of Peptide-MHC class I binding affinity with 185,985 pairs from IEDB/IMGT. Regression. Given a peptide amino acid sequence and an MHC pseudo amino acid sequence, predict their binding affinity value. This is MHC class I binding data. (1) The MHC is HLA-A33:01 with pseudo-sequence HLA-A33:01. The peptide sequence is RLQMAGVEVR. The binding affinity (normalized) is 0.214. (2) The peptide sequence is FPAIFSAEVL. The MHC is HLA-B51:01 with pseudo-sequence HLA-B51:01. The binding affinity (normalized) is 0.150.